From a dataset of Full USPTO retrosynthesis dataset with 1.9M reactions from patents (1976-2016). Predict the reactants needed to synthesize the given product. (1) Given the product [CH:1]1([C:7]2[CH:20]=[CH:19][C:10]([O:11][CH2:12][C@@H:13]3[O:17][C:16]4=[N:18][C:10](=[O:11])[CH:9]=[CH:8][N:15]4[CH2:14]3)=[CH:9][CH:8]=2)[CH2:2][CH2:3][CH2:4][CH2:5][CH2:6]1, predict the reactants needed to synthesize it. The reactants are: [CH:1]1([C:7]2[CH:20]=[CH:19][C:10]([O:11][CH2:12][C@@H:13]3[O:17][C:16]([NH2:18])=[N:15][CH2:14]3)=[CH:9][CH:8]=2)[CH2:6][CH2:5][CH2:4][CH2:3][CH2:2]1. (2) Given the product [CH2:1]([O:8][C:9]([N:11]1[CH:15]([C:16]([OH:18])=[O:17])[CH2:14][S:13][C@@H:12]1[CH:19]1[CH2:24][CH2:23][CH2:22][NH:21][CH2:20]1)=[O:10])[C:2]1[CH:3]=[CH:4][CH:5]=[CH:6][CH:7]=1, predict the reactants needed to synthesize it. The reactants are: [CH2:1]([O:8][C:9]([N:11]1[CH:15]([C:16]([OH:18])=[O:17])[CH2:14][S:13][C@@H:12]1[CH:19]1[CH2:24][CH2:23][CH2:22][N:21](C(OC(C)(C)C)=O)[CH2:20]1)=[O:10])[C:2]1[CH:7]=[CH:6][CH:5]=[CH:4][CH:3]=1.C(OCC)(=O)C. (3) Given the product [OH:5][CH2:6][CH2:7][C:8]1[CH:13]=[CH:12][C:11]([C:14]#[N:15])=[C:10]([O:16][CH3:17])[CH:9]=1, predict the reactants needed to synthesize it. The reactants are: [Li+].[BH4-].C([O:5][C:6](=O)[CH2:7][C:8]1[CH:13]=[CH:12][C:11]([C:14]#[N:15])=[C:10]([O:16][CH3:17])[CH:9]=1)C.O. (4) Given the product [C:1]([C:3]1[CH:4]=[C:5]2[C:9](=[CH:10][CH:11]=1)[NH:8][CH:7]=[C:6]2[CH2:19][CH2:20][NH:21][C:22]([C:24]1[CH:28]=[C:27]([CH2:29][C:30]2[CH:35]=[C:34]([F:36])[CH:33]=[CH:32][C:31]=2[F:37])[O:26][N:25]=1)=[O:23])#[N:2], predict the reactants needed to synthesize it. The reactants are: [C:1]([C:3]1[CH:4]=[C:5]2[C:9](=[CH:10][CH:11]=1)[NH:8][C:7]([Si](CC)(CC)CC)=[C:6]2[CH2:19][CH2:20][NH:21][C:22]([C:24]1[CH:28]=[C:27]([CH2:29][C:30]2[CH:35]=[C:34]([F:36])[CH:33]=[CH:32][C:31]=2[F:37])[O:26][N:25]=1)=[O:23])#[N:2]. (5) Given the product [CH3:8][O:9][C:10]1[C:18]2[N:17]=[C:16]([CH2:19][C:20]3[CH:25]=[CH:24][CH:23]=[C:22]([C:26]([F:29])([F:28])[F:27])[CH:21]=3)[N:15]([CH3:3])[C:14]=2[CH:13]=[CH:12][CH:11]=1, predict the reactants needed to synthesize it. The reactants are: [H-].[Na+].[CH2:3]1COCC1.[CH3:8][O:9][C:10]1[C:18]2[N:17]=[C:16]([CH2:19][C:20]3[CH:25]=[CH:24][CH:23]=[C:22]([C:26]([F:29])([F:28])[F:27])[CH:21]=3)[NH:15][C:14]=2[CH:13]=[CH:12][CH:11]=1.IC. (6) Given the product [Cl:14][C:9]1[CH:8]=[C:7]([CH2:6][CH2:5][CH2:4][NH:3][O:2][CH3:1])[CH:12]=[CH:11][C:10]=1[Cl:13], predict the reactants needed to synthesize it. The reactants are: [CH3:1][O:2][N:3]=[CH:4][CH2:5][CH2:6][C:7]1[CH:12]=[CH:11][C:10]([Cl:13])=[C:9]([Cl:14])[CH:8]=1.C([BH3-])#N.[Na+]. (7) Given the product [CH2:1]([O:4][C:5]1[CH:6]=[C:7]([CH:12]=[C:13]([O:15][C:16]2[CH:17]=[CH:18][C:19]([CH2:22][N:23]([CH2:35][C:36]3[CH:43]=[CH:42][C:39]([C:40]#[N:41])=[CH:38][CH:37]=3)[C:24]3[CH:29]=[CH:28][CH:27]=[C:26]([N+:30]([O-:32])=[O:31])[C:25]=3[CH3:33])=[CH:20][CH:21]=2)[CH:14]=1)[C:8]([O:10][CH3:11])=[O:9])[CH:2]=[CH2:3], predict the reactants needed to synthesize it. The reactants are: [CH2:1]([O:4][C:5]1[CH:6]=[C:7]([CH:12]=[C:13]([O:15][C:16]2[CH:21]=[CH:20][C:19]([CH2:22][NH:23][C:24]3[CH:29]=[CH:28][CH:27]=[C:26]([N+:30]([O-:32])=[O:31])[C:25]=3[CH3:33])=[CH:18][CH:17]=2)[CH:14]=1)[C:8]([O:10][CH3:11])=[O:9])[CH:2]=[CH2:3].Br[CH2:35][C:36]1[CH:43]=[CH:42][C:39]([C:40]#[N:41])=[CH:38][CH:37]=1. (8) Given the product [Br:32][C:33]1[CH:38]=[CH:37][C:36]([CH2:40][CH3:41])=[C:35]([CH:6]2[C:7](=[O:8])[C:2]([CH3:12])([CH3:1])[S:3][C:4]([CH3:11])([CH3:10])[C:5]2=[O:9])[CH:34]=1, predict the reactants needed to synthesize it. The reactants are: [CH3:1][C:2]1([CH3:12])[C:7](=[O:8])[CH2:6][C:5](=[O:9])[C:4]([CH3:11])([CH3:10])[S:3]1.C1(C)C=CC=CC=1.C([O-])(=O)C.C([O-])(=O)C.C([O-])(=O)C.[Br:32][C:33]1[CH:34]=[CH:35][C:36]([CH2:40][CH3:41])=[C:37]([Pb+3])[CH:38]=1.